The task is: Predict the product of the given reaction.. This data is from Forward reaction prediction with 1.9M reactions from USPTO patents (1976-2016). (1) Given the reactants [C:1]([O:5][C:6]([NH:8][C@@H:9]([CH:54]([C:62]1[CH:67]=[CH:66][C:65]([F:68])=[CH:64][CH:63]=1)[C:55]1[CH:60]=[CH:59][C:58]([F:61])=[CH:57][CH:56]=1)[C:10]([NH:12][C:13]1[CH:52]=[CH:51][CH:50]=[C:49]([F:53])[C:14]=1[CH2:15][CH2:16][C@H:17]1[CH2:24][N:23]([C:25]([O:27][C:28]([CH3:31])([CH3:30])[CH3:29])=[O:26])[CH2:22][C:19]2([CH2:21][CH2:20]2)[N:18]1C(OCC1C2C=CC=CC=2C2C1=CC=CC=2)=O)=[O:11])=[O:7])([CH3:4])([CH3:3])[CH3:2].N1CCCCC1, predict the reaction product. The product is: [C:1]([O:5][C:6]([NH:8][C@@H:9]([CH:54]([C:55]1[CH:56]=[CH:57][C:58]([F:61])=[CH:59][CH:60]=1)[C:62]1[CH:67]=[CH:66][C:65]([F:68])=[CH:64][CH:63]=1)[C:10]([NH:12][C:13]1[CH:52]=[CH:51][CH:50]=[C:49]([F:53])[C:14]=1[CH2:15][CH2:16][C@H:17]1[CH2:24][N:23]([C:25]([O:27][C:28]([CH3:29])([CH3:31])[CH3:30])=[O:26])[CH2:22][C:19]2([CH2:20][CH2:21]2)[NH:18]1)=[O:11])=[O:7])([CH3:2])([CH3:3])[CH3:4]. (2) Given the reactants [OH-].[Na+].BrBr.[CH3:5][C:6]12[C:18]3[C:10](=[CH:11][C:12]([C:19](=[O:21])C)=[CH:13][C:14]=3[CH2:15][CH2:16][CH2:17]1)[CH2:9][CH2:8][CH2:7]2.S([O-])([O-])=[O:23].[Na+].[Na+].Cl, predict the reaction product. The product is: [CH3:5][C:6]12[C:18]3[C:14](=[CH:13][C:12]([C:19]([OH:23])=[O:21])=[CH:11][C:10]=3[CH2:9][CH2:8][CH2:7]1)[CH2:15][CH2:16][CH2:17]2. (3) The product is: [Cl:1][C:2]1[C:3]([S:16]([N:24]2[CH2:25][CH2:26][CH2:27][C@H:23]2[CH2:22][O:21][CH3:20])(=[O:18])=[O:17])=[CH:4][C:5]2[C:6](=[O:15])[C:7]3[N:8]([CH2:11][CH2:12][CH2:13][N:14]=3)[C:9]=2[CH:10]=1. Given the reactants [Cl:1][C:2]1[C:3]([S:16](Cl)(=[O:18])=[O:17])=[CH:4][C:5]2[C:6](=[O:15])[C:7]3[N:8]([CH2:11][CH2:12][CH2:13][N:14]=3)[C:9]=2[CH:10]=1.[CH3:20][O:21][CH2:22][C@@H:23]1[CH2:27][CH2:26][CH2:25][NH:24]1, predict the reaction product. (4) Given the reactants [O:1]1CCO[CH2:3][CH2:2]1.[Cl:7][C:8]1[N:9]=[N:10][C:11](Cl)=[CH:12][CH:13]=1.C([Sn](CCCC)(CCCC)C(OCC)=C)CCC.C1C(=O)N([Br:40])C(=O)C1, predict the reaction product. The product is: [Br:40][CH2:3][C:2]([C:11]1[N:10]=[N:9][C:8]([Cl:7])=[CH:13][CH:12]=1)=[O:1]. (5) Given the reactants [Cl:1][C:2]1[CH:7]=[CH:6][C:5]([N:8]2[C:13](=[O:14])[C:12]3[CH:15]=[N:16][N:17]([C:18]4[CH:23]=[CH:22][CH:21]=[CH:20][CH:19]=4)[C:11]=3[N:10]=[C:9]2[C:24]2[CH:29]=[CH:28][C:27]([S:30]([CH3:32])=O)=[CH:26][CH:25]=2)=[CH:4][CH:3]=1.[C:33]([O:36]C(=O)C)(=[O:35])[CH3:34], predict the reaction product. The product is: [C:33]([O:36][CH2:32][S:30][C:27]1[CH:28]=[CH:29][C:24]([C:9]2[N:8]([C:5]3[CH:6]=[CH:7][C:2]([Cl:1])=[CH:3][CH:4]=3)[C:13](=[O:14])[C:12]3[CH:15]=[N:16][N:17]([C:18]4[CH:23]=[CH:22][CH:21]=[CH:20][CH:19]=4)[C:11]=3[N:10]=2)=[CH:25][CH:26]=1)(=[O:35])[CH3:34]. (6) The product is: [F:22][C:16]1[CH:17]=[C:18]([F:21])[CH:19]=[CH:20][C:15]=1[C:11]1[N:12]=[N:13][CH:14]=[C:9]([C:4]2[CH:5]=[CH:6][C:7]([F:8])=[C:2]([CH:3]=2)[C:23]#[N:24])[N:10]=1. Given the reactants Br[C:2]1[CH:3]=[C:4]([C:9]2[N:10]=[C:11]([C:15]3[CH:20]=[CH:19][C:18]([F:21])=[CH:17][C:16]=3[F:22])[N:12]=[N:13][CH:14]=2)[CH:5]=[CH:6][C:7]=1[F:8].[CH3:23][N:24](C)C=O, predict the reaction product.